This data is from Reaction yield outcomes from USPTO patents with 853,638 reactions. The task is: Predict the reaction yield, written as a fraction of the theoretical maximum amount of product (1.0 means a 100% yield; for example, 0.34 means a 34% yield). (1) The reactants are C[O:2][C:3]1[CH:10]=[N:9][CH:8]=[C:7]([O:11][CH3:12])[C:4]=1[CH:5]=[O:6].[Al+3].[Cl-].[Cl-].[Cl-]. The catalyst is C(Cl)Cl. The product is [OH:2][C:3]1[CH:10]=[N:9][CH:8]=[C:7]([O:11][CH3:12])[C:4]=1[CH:5]=[O:6]. The yield is 0.170. (2) The reactants are [CH3:1][C:2]1[N:6]2[C:7]3[CH:17]=[CH:16][CH:15]=[CH:14][C:8]=3[NH:9][CH2:10][C:11]3([CH2:13][CH2:12]3)[C:5]2=[N:4][N:3]=1.[Cl:18][C:19]1[CH:24]=[CH:23][C:22](I)=[CH:21][CH:20]=1.C1(P(C2CCCCC2)C2C=CC=CC=2C2C(OC)=CC=CC=2OC)CCCCC1.C(=O)([O-])[O-].[Cs+].[Cs+]. The catalyst is C1(C)C=CC=CC=1.C1C=CC(/C=C/C(/C=C/C2C=CC=CC=2)=O)=CC=1.C1C=CC(/C=C/C(/C=C/C2C=CC=CC=2)=O)=CC=1.C1C=CC(/C=C/C(/C=C/C2C=CC=CC=2)=O)=CC=1.[Pd].[Pd]. The product is [Cl:18][C:19]1[CH:24]=[CH:23][C:22]([N:9]2[CH2:10][C:11]3([CH2:12][CH2:13]3)[C:5]3=[N:4][N:3]=[C:2]([CH3:1])[N:6]3[C:7]3[CH:17]=[CH:16][CH:15]=[CH:14][C:8]2=3)=[CH:21][CH:20]=1. The yield is 0.0480.